Dataset: Forward reaction prediction with 1.9M reactions from USPTO patents (1976-2016). Task: Predict the product of the given reaction. (1) Given the reactants [F:1][C:2]1[CH:3]=[C:4]2[C:8](=[CH:9][CH:10]=1)[N:7]([CH2:11][C:12]([OH:14])=[O:13])[C:6]([CH3:15])=[C:5]2[S:16][C:17]1[CH:22]=[CH:21][C:20]([C:23]2OC=N[CH:24]=2)=[CH:19][CH:18]=1.C(N[C:32]1[CH:40]=CC=C2[C:33]=1[C:34](S[C:32]1[CH:40]=CC([C:32]3[CH:40]=CC=[CH:34][CH:33]=3)=[CH:34][CH:33]=1)=C(C)N2CC(O)=O)(=O)C.C(NC1C=CC=C2C=1C(SC1C=CC(C3OC=NC=3)=CC=1)=C(C)N2CC(O)=O)(=O)C, predict the reaction product. The product is: [C:20]1([C:23]2[CH:24]=[CH:34][CH:33]=[CH:32][CH:40]=2)[CH:21]=[CH:22][C:17]([S:16][C:5]2[C:4]3[C:8](=[CH:9][CH:10]=[C:2]([F:1])[CH:3]=3)[N:7]([CH2:11][C:12]([OH:14])=[O:13])[C:6]=2[CH3:15])=[CH:18][CH:19]=1. (2) Given the reactants [NH2:1][CH:2]([C:11]1[C:16]([O:17][CH3:18])=[CH:15][CH:14]=[CH:13][C:12]=1[O:19][CH3:20])[CH2:3][CH2:4][CH2:5][CH2:6][C:7]([O:9]C)=O.[CH3:21][C:22]1[S:23][C:24]2[CH:30]=[CH:29][C:28]([CH:31]=O)=[CH:27][C:25]=2[N:26]=1, predict the reaction product. The product is: [CH3:20][O:19][C:12]1[CH:13]=[CH:14][CH:15]=[C:16]([O:17][CH3:18])[C:11]=1[CH:2]1[N:1]([CH2:31][C:28]2[CH:29]=[CH:30][C:24]3[S:23][C:22]([CH3:21])=[N:26][C:25]=3[CH:27]=2)[C:7](=[O:9])[CH2:6][CH2:5][CH2:4][CH2:3]1. (3) Given the reactants Br[C:2]1[N:7]=[C:6]([CH3:8])[C:5]([Br:9])=[CH:4][N:3]=1.Cl.[NH:11]1[CH2:14][CH:13]([OH:15])[CH2:12]1.C(N(CC)CC)C, predict the reaction product. The product is: [Br:9][C:5]1[C:6]([CH3:8])=[N:7][C:2]([N:11]2[CH2:14][CH:13]([OH:15])[CH2:12]2)=[N:3][CH:4]=1. (4) Given the reactants [CH3:1][O:2][CH2:3][CH2:4][O:5][C:6]1[CH:11]=[CH:10][N:9]2[C:12]([C:15]([OH:17])=O)=[CH:13][N:14]=[C:8]2[CH:7]=1.C(Cl)(=O)C(Cl)=O.[CH2:24]([N:31]1[C:39]2[CH:38]=[CH:37][CH:36]=[C:35]([NH2:40])[C:34]=2[CH:33]=[N:32]1)[C:25]1[CH:30]=[CH:29][CH:28]=[CH:27][CH:26]=1.C(N(C(C)C)CC)(C)C, predict the reaction product. The product is: [CH2:24]([N:31]1[C:39]2[C:34](=[C:35]([NH:40][C:15]([C:12]3[N:9]4[CH:10]=[CH:11][C:6]([O:5][CH2:4][CH2:3][O:2][CH3:1])=[CH:7][C:8]4=[N:14][CH:13]=3)=[O:17])[CH:36]=[CH:37][CH:38]=2)[CH:33]=[N:32]1)[C:25]1[CH:26]=[CH:27][CH:28]=[CH:29][CH:30]=1. (5) Given the reactants [NH2:1][C:2]1[C:3]2[C:10](I)=[CH:9][N:8]([C@H:12]3[CH2:15][C@H:14]([CH2:16][OH:17])[CH2:13]3)[C:4]=2[N:5]=[CH:6][N:7]=1.[C:18]1([C:24]2[CH:33]=[CH:32][C:31]3[C:26](=[CH:27][C:28](B4OC(C)(C)C(C)(C)C4)=[CH:29][CH:30]=3)[N:25]=2)[CH:23]=[CH:22][CH:21]=[CH:20][CH:19]=1.C([O-])([O-])=O.[Na+].[Na+].O, predict the reaction product. The product is: [NH2:1][C:2]1[C:3]2[C:10]([C:28]3[CH:27]=[C:26]4[C:31]([CH:32]=[CH:33][C:24]([C:18]5[CH:23]=[CH:22][CH:21]=[CH:20][CH:19]=5)=[N:25]4)=[CH:30][CH:29]=3)=[CH:9][N:8]([C@H:12]3[CH2:15][C@H:14]([CH2:16][OH:17])[CH2:13]3)[C:4]=2[N:5]=[CH:6][N:7]=1. (6) Given the reactants [CH3:1][C:2]1[NH:3][C:4]2[C:9]([CH:10]=1)=[C:8]([C:11]([F:14])([F:13])[F:12])[C:7]([C:15]#[N:16])=[CH:6][CH:5]=2.Br[CH2:18][CH:19]1[CH2:21][CH2:20]1, predict the reaction product. The product is: [CH:19]1([CH2:18][N:3]2[C:4]3[C:9](=[C:8]([C:11]([F:12])([F:14])[F:13])[C:7]([C:15]#[N:16])=[CH:6][CH:5]=3)[CH:10]=[C:2]2[CH3:1])[CH2:21][CH2:20]1. (7) Given the reactants [CH2:1]([O:3][C:4]([C:6]1([CH3:27])[CH2:11][CH2:10][N:9]([C:12]2[CH2:26][C:15]3([CH2:18][N:17](C(OC(C)(C)C)=O)[CH2:16]3)[O:14][N:13]=2)[CH2:8][CH2:7]1)=[O:5])[CH3:2].[CH:28]1([C:31]2[CH:32]=[C:33]([CH:46]=O)[C:34]([O:43][CH2:44][CH3:45])=[C:35]([C:37]3[CH:42]=[CH:41][CH:40]=[CH:39][CH:38]=3)[CH:36]=2)[CH2:30][CH2:29]1, predict the reaction product. The product is: [CH:28]1([C:31]2[CH:32]=[C:33]([CH2:46][N:17]3[CH2:18][C:15]4([CH2:26][C:12]([N:9]5[CH2:10][CH2:11][C:6]([CH3:27])([C:4]([O:3][CH2:1][CH3:2])=[O:5])[CH2:7][CH2:8]5)=[N:13][O:14]4)[CH2:16]3)[C:34]([O:43][CH2:44][CH3:45])=[C:35]([C:37]3[CH:42]=[CH:41][CH:40]=[CH:39][CH:38]=3)[CH:36]=2)[CH2:30][CH2:29]1.